From a dataset of Retrosynthesis with 50K atom-mapped reactions and 10 reaction types from USPTO. Predict the reactants needed to synthesize the given product. (1) Given the product CON(C(=O)C=C1OC(C)(C)OC1=O)C(c1ccc(F)cc1)c1ccc(F)cc1, predict the reactants needed to synthesize it. The reactants are: CC1(C)OC(=O)C(=CC(=O)Cl)O1.CONC(c1ccc(F)cc1)c1ccc(F)cc1. (2) Given the product N[C@H]1CCCCN(P(N)(N)=O)C1=O, predict the reactants needed to synthesize it. The reactants are: NP(N)(=O)N1CCCC[C@H](NC(=O)OCc2ccccc2)C1=O.